Dataset: Reaction yield outcomes from USPTO patents with 853,638 reactions. Task: Predict the reaction yield, written as a fraction of the theoretical maximum amount of product (1.0 means a 100% yield; for example, 0.34 means a 34% yield). (1) The reactants are [F:1][C:2]1[CH:7]=[C:6]([F:8])[CH:5]=[CH:4][C:3]=1[N:9]1[C:13]2[CH:14]=[CH:15][CH:16]=[CH:17][C:12]=2[NH:11][S:10]1(=[O:19])=[O:18].[Br:20][CH2:21]/[CH:22]=[CH:23]/[CH2:24]Br.C(=O)([O-])[O-].[Cs+].[Cs+]. No catalyst specified. The product is [Br:20][CH2:21]/[CH:22]=[CH:23]/[CH2:24][N:11]1[C:12]2[CH:17]=[CH:16][CH:15]=[CH:14][C:13]=2[N:9]([C:3]2[CH:4]=[CH:5][C:6]([F:8])=[CH:7][C:2]=2[F:1])[S:10]1(=[O:18])=[O:19]. The yield is 0.670. (2) The reactants are [NH2:1][C:2]1[N:3]=[C:4]2[CH:9]=[CH:8][C:7]([O:10][C:11]3[CH:12]=[C:13]([NH:17][C:18](=[O:29])[C:19]4[CH:24]=[CH:23][CH:22]=[C:21]([C:25]([F:28])([F:27])[F:26])[CH:20]=4)[CH:14]=[CH:15][CH:16]=3)=[N:6][N:5]2[CH:30]=1.[OH:31][CH2:32][CH2:33][C:34](O)=[O:35].[Cl-].COC1N=C(OC)N=C([N+]2(C)CCOCC2)N=1.[Cl-].[NH4+]. The catalyst is CN(C)C=O. The product is [OH:35][CH2:34][CH2:33][C:32]([NH:1][C:2]1[N:3]=[C:4]2[CH:9]=[CH:8][C:7]([O:10][C:11]3[CH:12]=[C:13]([NH:17][C:18](=[O:29])[C:19]4[CH:24]=[CH:23][CH:22]=[C:21]([C:25]([F:28])([F:27])[F:26])[CH:20]=4)[CH:14]=[CH:15][CH:16]=3)=[N:6][N:5]2[CH:30]=1)=[O:31]. The yield is 0.170. (3) The reactants are C([O:3][C:4]([C:6]1[S:10][C:9]([NH:11][C:12](=[O:28])[CH:13]([C:20]2[CH:25]=[CH:24][C:23]([Cl:26])=[C:22]([Cl:27])[CH:21]=2)[CH2:14][CH:15]2[CH2:19][CH2:18][CH2:17][CH2:16]2)=[N:8][CH:7]=1)=[O:5])C.[OH-].[Na+]. The catalyst is C(O)C. The product is [CH:15]1([CH2:14][CH:13]([C:20]2[CH:25]=[CH:24][C:23]([Cl:26])=[C:22]([Cl:27])[CH:21]=2)[C:12]([NH:11][C:9]2[S:10][C:6]([C:4]([OH:5])=[O:3])=[CH:7][N:8]=2)=[O:28])[CH2:19][CH2:18][CH2:17][CH2:16]1. The yield is 0.220. (4) The reactants are [CH2:1]([O:3][C:4]1[CH:5]=[C:6]([C:13]2[O:17][N:16]=[C:15]([C:18]3[CH:19]=[CH:20][C:21]4[O:25][C:24]([CH:26]=[O:27])=[CH:23][C:22]=4[CH:28]=3)[N:14]=2)[CH:7]=[CH:8][C:9]=1[O:10][CH2:11][CH3:12])[CH3:2].[OH-:29].[K+]. The catalyst is CCO.[N+]([O-])([O-])=O.[Ag+]. The product is [CH2:1]([O:3][C:4]1[CH:5]=[C:6]([C:13]2[O:17][N:16]=[C:15]([C:18]3[CH:19]=[CH:20][C:21]4[O:25][C:24]([C:26]([OH:29])=[O:27])=[CH:23][C:22]=4[CH:28]=3)[N:14]=2)[CH:7]=[CH:8][C:9]=1[O:10][CH2:11][CH3:12])[CH3:2]. The yield is 0.128. (5) The reactants are [C:1]([O:5][C:6]([N:8]1[CH2:13][CH2:12][N:11]2[C:14]([CH2:20][CH3:21])=[N:15][C:16]([C:17](O)=[O:18])=[C:10]2[CH:9]1[CH2:22][CH2:23][C:24]1[CH:29]=[CH:28][C:27]([C:30]([F:33])([F:32])[F:31])=[CH:26][CH:25]=1)=[O:7])([CH3:4])([CH3:3])[CH3:2].[CH3:34][N:35](C(ON1N=NC2C=CC=CC1=2)=[N+](C)C)C.[B-](F)(F)(F)F.CCN(C(C)C)C(C)C.CN.C1COCC1. The catalyst is CN(C=O)C. The product is [C:1]([O:5][C:6]([N:8]1[CH2:13][CH2:12][N:11]2[C:14]([CH2:20][CH3:21])=[N:15][C:16]([C:17](=[O:18])[NH:35][CH3:34])=[C:10]2[CH:9]1[CH2:22][CH2:23][C:24]1[CH:25]=[CH:26][C:27]([C:30]([F:33])([F:32])[F:31])=[CH:28][CH:29]=1)=[O:7])([CH3:2])([CH3:4])[CH3:3]. The yield is 0.580. (6) The yield is 0.560. The reactants are C1(P(C2C=CC=CC=2)C2C3OC4C(=CC=CC=4P(C4C=CC=CC=4)C4C=CC=CC=4)C(C)(C)C=3C=CC=2)C=CC=CC=1.Br[C:44]1[C:53]([CH3:54])=[C:52]2[C:47]([C:48](=[O:64])[C:49]([C:59]([O:61]CC)=[O:60])=[CH:50][N:51]2[C@@H:55]2[CH2:57][C@@H:56]2[F:58])=[CH:46][C:45]=1[F:65].C(OC([NH:73][C@@:74]12[CH2:80][CH2:79][C@:78]1([F:81])[CH2:77][NH:76][CH2:75]2)=O)(C)(C)C.C(=O)([O-])[O-].[Cs+].[Cs+].[OH-].[Na+]. The catalyst is O1CCOCC1.O.C(O)C.Cl.C1C=CC(/C=C/C(/C=C/C2C=CC=CC=2)=O)=CC=1.C1C=CC(/C=C/C(/C=C/C2C=CC=CC=2)=O)=CC=1.C1C=CC(/C=C/C(/C=C/C2C=CC=CC=2)=O)=CC=1.[Pd].[Pd]. The product is [NH2:73][C@@:74]12[CH2:80][CH2:79][C@:78]1([F:81])[CH2:77][N:76]([C:44]1[C:53]([CH3:54])=[C:52]3[C:47]([C:48](=[O:64])[C:49]([C:59]([OH:61])=[O:60])=[CH:50][N:51]3[C@@H:55]3[CH2:57][C@@H:56]3[F:58])=[CH:46][C:45]=1[F:65])[CH2:75]2. (7) The product is [CH3:36][O:35][C:29]1[CH:28]=[C:27]([CH2:26][CH2:25][C:23]2[CH:24]=[C:20]([NH:19][C:17]([C:14]3[CH:13]=[N:12][C:11]([N:6]4[CH2:7][CH2:8][CH2:9][N:3]([CH2:1][CH3:2])[CH2:4][CH2:5]4)=[CH:16][N:15]=3)=[O:18])[NH:21][N:22]=2)[CH:32]=[C:31]([O:33][CH3:34])[CH:30]=1. The yield is 0.590. The catalyst is CS(C)=O.CO. The reactants are [CH2:1]([N:3]1[CH2:9][CH2:8][CH2:7][NH:6][CH2:5][CH2:4]1)[CH3:2].Cl[C:11]1[N:12]=[CH:13][C:14]([C:17]([NH:19][C:20]2[NH:21][N:22]=[C:23]([CH2:25][CH2:26][C:27]3[CH:32]=[C:31]([O:33][CH3:34])[CH:30]=[C:29]([O:35][CH3:36])[CH:28]=3)[CH:24]=2)=[O:18])=[N:15][CH:16]=1. (8) The reactants are Cl[C:2]1[CH:3]=[CH:4][C:5]2[N:6]([C:8]([C:11]([F:14])([F:13])[F:12])=[N:9][N:10]=2)[N:7]=1.[NH:15]1[CH2:20][CH2:19][CH:18]([C:21]#[N:22])[CH2:17][CH2:16]1.CCN(C(C)C)C(C)C. The catalyst is CN(C=O)C. The product is [F:12][C:11]([F:14])([F:13])[C:8]1[N:6]2[N:7]=[C:2]([N:15]3[CH2:20][CH2:19][CH:18]([C:21]#[N:22])[CH2:17][CH2:16]3)[CH:3]=[CH:4][C:5]2=[N:10][N:9]=1. The yield is 0.930. (9) The reactants are [CH3:1]/[C:2](=[CH:6]\[CH2:7][CH3:8])/[C:3](=[O:5])[CH3:4].C(N(CC)CC)C.FC(F)(F)S(O[Si:22]([CH2:27][CH3:28])([CH2:25][CH3:26])[CH2:23][CH3:24])(=O)=O. The catalyst is CCOCC. The product is [CH2:23]([Si:22]([CH2:27][CH3:28])([CH2:25][CH3:26])[O:5][C:3](/[C:2](/[CH3:1])=[CH:6]/[CH2:7][CH3:8])=[CH2:4])[CH3:24]. The yield is 0.990.